This data is from TCR-epitope binding with 47,182 pairs between 192 epitopes and 23,139 TCRs. The task is: Binary Classification. Given a T-cell receptor sequence (or CDR3 region) and an epitope sequence, predict whether binding occurs between them. (1) Result: 1 (the TCR binds to the epitope). The TCR CDR3 sequence is CASSQRVRAGIGDTQYF. The epitope is KLPDDFTGCV. (2) The epitope is TLIGDCATV. The TCR CDR3 sequence is CASRFSGSLYEQYF. Result: 1 (the TCR binds to the epitope). (3) The epitope is IPIQASLPF. The TCR CDR3 sequence is CASSQDWGGAQPQHF. Result: 0 (the TCR does not bind to the epitope). (4) The epitope is QASQEVKNW. The TCR CDR3 sequence is CSVEVPDLAGPDTQYF. Result: 0 (the TCR does not bind to the epitope). (5) The TCR CDR3 sequence is CASSPEGRNEQFF. The epitope is EILDITPCSF. Result: 1 (the TCR binds to the epitope). (6) The epitope is KLGGALQAK. The TCR CDR3 sequence is CASSAQGAYGYTF. Result: 0 (the TCR does not bind to the epitope). (7) The TCR CDR3 sequence is CASSLGGQSSYEQYF. The epitope is TPRVTGGGAM. Result: 0 (the TCR does not bind to the epitope). (8) The epitope is NQKLIANQF. The TCR CDR3 sequence is CASSLEDTLYGYTF. Result: 1 (the TCR binds to the epitope).